The task is: Regression/Classification. Given a drug SMILES string, predict its absorption, distribution, metabolism, or excretion properties. Task type varies by dataset: regression for continuous measurements (e.g., permeability, clearance, half-life) or binary classification for categorical outcomes (e.g., BBB penetration, CYP inhibition). For this dataset (vdss_lombardo), we predict log10(VDss) (log10 of volume of distribution in L/kg).. This data is from Volume of distribution at steady state (VDss) regression data from Lombardo et al.. (1) The drug is CC(C)NCC(O)c1cc(O)cc(O)c1. The log10(VDss) is 0.780. (2) The drug is CC1(C)C(C(=O)[O-])N2C(=O)CC2S1(=O)=O. The log10(VDss) is -0.490. (3) The molecule is CC(C)c1nc(N(C)S(C)(=O)=O)nc(-c2ccc(F)cc2)c1/C=C/C(O)CC(O)CC(=O)[O-]. The log10(VDss) is 0.230. (4) The compound is CC(c1ccccn1)c1c(CC[NH+](C)[14CH3])sc2ccccc12. The log10(VDss) is 0.260. (5) The drug is CCCOC(C(=O)OC1CC[NH+](C)CC1)(c1ccccc1)c1ccccc1. The log10(VDss) is 0.440. (6) The molecule is Cc1cc(O)c2c(=O)c3c(O)cc([O-])c4c5c([O-])cc(O)c6c(=O)c7c(O)cc(CO)c8c1c2c(c34)c(c65)c78. The log10(VDss) is -0.250. (7) The drug is Nc1nc(/C(=N\O)C(=O)NC2C(=O)N3C(C(=O)[O-])=C(/C=C4\CCN(C5CC[NH2+]C5)C4=O)CSC23)ns1. The log10(VDss) is -0.570. (8) The compound is CC1(C)SC2C(NC(=O)C(c3ccccc3)S(=O)(=O)[O-])C(=O)N2C1C(=O)[O-]. The log10(VDss) is -0.820. (9) The molecule is CC(C)(C)S(=O)(=O)CC(Cc1ccccc1)C(=O)NC(Cc1c[nH]cn1)C(=O)NC(CC1CCCCC1)C(O)C(O)C1CC1. The log10(VDss) is -0.110. (10) The molecule is CCn1cc(C(=O)[O-])c(=O)c2cc(F)c(N3CC[NH2+]CC3)nc21. The log10(VDss) is 0.300.